From a dataset of Forward reaction prediction with 1.9M reactions from USPTO patents (1976-2016). Predict the product of the given reaction. (1) Given the reactants [Cl:1][C:2]1[N:7]=[CH:6][C:5]([C:8]([NH:10][CH:11]2[CH2:16][CH2:15][C:14](=[CH:17][C:18]3[CH:23]=[CH:22][CH:21]=[C:20]([O:24][C:25]4[CH:30]=[CH:29][C:28]([C:31]([F:34])([F:33])[F:32])=[CH:27][N:26]=4)[CH:19]=3)[CH2:13][CH2:12]2)=[O:9])=[CH:4][C:3]=1[N+:35]([O-])=O, predict the reaction product. The product is: [NH2:35][C:3]1[CH:4]=[C:5]([C:8]([NH:10][CH:11]2[CH2:16][CH2:15][C:14](=[CH:17][C:18]3[CH:23]=[CH:22][CH:21]=[C:20]([O:24][C:25]4[CH:30]=[CH:29][C:28]([C:31]([F:33])([F:34])[F:32])=[CH:27][N:26]=4)[CH:19]=3)[CH2:13][CH2:12]2)=[O:9])[CH:6]=[N:7][C:2]=1[Cl:1]. (2) Given the reactants C[O:2][C:3](=[O:30])[C:4]1[CH:9]=[CH:8][C:7]([C:10]2[N:15]=[C:14]3[N:16]([CH2:19][C:20]4[CH:21]=[C:22]5[C:27](=[CH:28][CH:29]=4)[N:26]=[CH:25][CH:24]=[CH:23]5)[N:17]=[N:18][C:13]3=[CH:12][CH:11]=2)=[CH:6][CH:5]=1.[OH-].[Li+].Cl, predict the reaction product. The product is: [N:26]1[C:27]2[C:22](=[CH:21][C:20]([CH2:19][N:16]3[C:14]4=[N:15][C:10]([C:7]5[CH:8]=[CH:9][C:4]([C:3]([OH:30])=[O:2])=[CH:5][CH:6]=5)=[CH:11][CH:12]=[C:13]4[N:18]=[N:17]3)=[CH:29][CH:28]=2)[CH:23]=[CH:24][CH:25]=1. (3) Given the reactants [Cl:1][C:2]1[CH:24]=[CH:23][C:5]2[O:6][C:7]3[CH:22]=[CH:21][CH:20]=[CH:19][C:8]=3[C@@H:9]3[C@H:14]([NH:15][C:16](=[O:18])[CH3:17])[CH2:13][CH2:12][CH2:11][N:10]3[C:4]=2[CH:3]=1.[Cl:25]N1C(=O)CCC1=O.Cl, predict the reaction product. The product is: [Cl:25][C:3]1[C:4]2[N:10]3[CH2:11][CH2:12][CH2:13][C@@H:14]([NH:15][C:16](=[O:18])[CH3:17])[C@H:9]3[C:8]3[CH:19]=[CH:20][CH:21]=[CH:22][C:7]=3[O:6][C:5]=2[CH:23]=[CH:24][C:2]=1[Cl:1]. (4) Given the reactants [Cl:1][C:2]1[C:8]([C:9]2[N:10]=[C:11]([CH:22]3[CH2:24][CH2:23]3)[O:12][C:13]=2[C:14]2[CH:19]=[CH:18][N:17]=[C:16]([S:20][CH3:21])[N:15]=2)=[CH:7][C:6]([Cl:25])=[CH:5][C:3]=1[NH2:4].[CH2:26]([S:29](Cl)(=[O:31])=[O:30])[CH2:27][CH3:28], predict the reaction product. The product is: [Cl:1][C:2]1[C:8]([C:9]2[N:10]=[C:11]([CH:22]3[CH2:24][CH2:23]3)[O:12][C:13]=2[C:14]2[CH:19]=[CH:18][N:17]=[C:16]([S:20][CH3:21])[N:15]=2)=[CH:7][C:6]([Cl:25])=[CH:5][C:3]=1[NH:4][S:29]([CH2:26][CH2:27][CH3:28])(=[O:31])=[O:30]. (5) Given the reactants Br[C:2]1[C:3]([CH2:26][O:27][C:28]2[CH:33]=[CH:32][C:31]([Cl:34])=[C:30]([Cl:35])[CH:29]=2)=[CH:4][C:5]2[O:9][N:8]=[C:7]([N:10]([C:18]([O:20][C:21]([CH3:24])([CH3:23])[CH3:22])=[O:19])[C:11](=[O:17])[O:12][C:13]([CH3:16])([CH3:15])[CH3:14])[C:6]=2[CH:25]=1.[CH:36]1(B(O)O)[CH2:38][CH2:37]1.[F-].[Cs+], predict the reaction product. The product is: [C:13]([O:12][C:11]([N:10]([C:7]1[C:6]2[CH:25]=[C:2]([CH:36]3[CH2:38][CH2:37]3)[C:3]([CH2:26][O:27][C:28]3[CH:33]=[CH:32][C:31]([Cl:34])=[C:30]([Cl:35])[CH:29]=3)=[CH:4][C:5]=2[O:9][N:8]=1)[C:18](=[O:19])[O:20][C:21]([CH3:24])([CH3:23])[CH3:22])=[O:17])([CH3:16])([CH3:15])[CH3:14]. (6) Given the reactants C[O:2][C:3]1[CH:8]=[CH:7][C:6]([C:9]2[N:10]3[CH:18]=[CH:17][N:16]=[C:11]3[N:12]=[N:13][C:14]=2[CH3:15])=[C:5]([CH3:19])[CH:4]=1.B(Br)(Br)Br, predict the reaction product. The product is: [CH3:19][C:5]1[CH:4]=[C:3]([OH:2])[CH:8]=[CH:7][C:6]=1[C:9]1[N:10]2[CH:18]=[CH:17][N:16]=[C:11]2[N:12]=[N:13][C:14]=1[CH3:15]. (7) Given the reactants [CH3:1][O:2][C:3]1[CH:4]=[C:5]([NH:15][C:16]2[N:20]=[C:19]([NH2:21])[NH:18][N:17]=2)[CH:6]=[CH:7][C:8]=1[N:9]1[CH:13]=[C:12]([CH3:14])[N:11]=[CH:10]1.[CH2:22]([C:29]([C:31]([F:34])([F:33])[F:32])=O)[C:23]([C:25]([F:28])([F:27])[F:26])=O, predict the reaction product. The product is: [F:26][C:25]([F:27])([F:28])[C:23]1[CH:22]=[C:29]([C:31]([F:32])([F:33])[F:34])[N:18]2[N:17]=[C:16]([NH:15][C:5]3[CH:6]=[CH:7][C:8]([N:9]4[CH:13]=[C:12]([CH3:14])[N:11]=[CH:10]4)=[C:3]([O:2][CH3:1])[CH:4]=3)[N:20]=[C:19]2[N:21]=1. (8) Given the reactants CC(C)([O-])C.[Li+].[CH3:7][O:8][C:9]1[CH:14]=[CH:13][CH:12]=[C:11]([O:15][CH2:16][C:17]2[CH:22]=[CH:21][C:20]([O:23][CH3:24])=[CH:19][CH:18]=2)[C:10]=1[C:25](=[O:27])[CH3:26].[C:28](=S)=[S:29].IC.[CH3:33][S:34]([CH3:36])=O, predict the reaction product. The product is: [CH3:7][O:8][C:9]1[CH:14]=[CH:13][CH:12]=[C:11]([O:15][CH2:16][C:17]2[CH:18]=[CH:19][C:20]([O:23][CH3:24])=[CH:21][CH:22]=2)[C:10]=1[C:25](=[O:27])[CH:26]=[C:33]([S:29][CH3:28])[S:34][CH3:36]. (9) Given the reactants [Si]([O:8][CH2:9][CH2:10][N:11]([C:35]#[N:36])[C:12]1[CH:17]=[CH:16][C:15]([NH:18][C:19]([C:21]2SC=[CH:24][C:25]=2[NH:26][C:27]([C:29]2[S:30][C:31]([Cl:34])=[CH:32][CH:33]=2)=[O:28])=[O:20])=[CH:14][CH:13]=1)(C(C)(C)C)(C)C.[CH3:37][S:38]([OH:41])(=[O:40])=[O:39], predict the reaction product. The product is: [CH3:37][S:38]([OH:41])(=[O:40])=[O:39].[Cl:34][C:31]1[S:30][C:29]([C:27]([NH:26][C:25]2[CH:24]=[CH:37][S:38][C:21]=2[C:19]([NH:18][C:15]2[CH:16]=[CH:17][C:12]([N:11]3[CH2:10][CH2:9][O:8][C:35]3=[NH:36])=[CH:13][CH:14]=2)=[O:20])=[O:28])=[CH:33][CH:32]=1.